Predict the reactants needed to synthesize the given product. From a dataset of Full USPTO retrosynthesis dataset with 1.9M reactions from patents (1976-2016). (1) Given the product [Cl:11][C:4]1[CH:5]=[CH:6][CH:7]=[C:8]([O:9][CH3:10])[C:3]=1[CH2:2][S:19][C:17]1[N:16]=[C:15]([OH:20])[CH:14]=[C:13]([CH3:12])[N:18]=1, predict the reactants needed to synthesize it. The reactants are: Br[CH2:2][C:3]1[C:8]([O:9][CH3:10])=[CH:7][CH:6]=[CH:5][C:4]=1[Cl:11].[CH3:12][C:13]1[N:18]=[C:17]([SH:19])[N:16]=[C:15]([OH:20])[CH:14]=1.C(=O)([O-])[O-].[K+].[K+].O. (2) The reactants are: [C:1]([O:5][C:6]([N:8]1[CH2:13][CH2:12][C:11](O)([C:14]2[S:15][CH:16]=[C:17]([CH2:19][O:20][C:21]3[CH:26]=[CH:25][C:24]([S:27]([CH3:30])(=[O:29])=[O:28])=[CH:23][CH:22]=3)[N:18]=2)[CH2:10][CH2:9]1)=[O:7])([CH3:4])([CH3:3])[CH3:2].CCN(S(F)(F)[F:38])CC. Given the product [C:1]([O:5][C:6]([N:8]1[CH2:13][CH2:12][C:11]([F:38])([C:14]2[S:15][CH:16]=[C:17]([CH2:19][O:20][C:21]3[CH:26]=[CH:25][C:24]([S:27]([CH3:30])(=[O:29])=[O:28])=[CH:23][CH:22]=3)[N:18]=2)[CH2:10][CH2:9]1)=[O:7])([CH3:4])([CH3:3])[CH3:2], predict the reactants needed to synthesize it. (3) The reactants are: [CH:1]1([NH2:7])[CH2:6][CH2:5][CH2:4][CH2:3][CH2:2]1.[C:8]([CH2:11][C:12]1[CH:13]=[C:14]([CH2:18][C:19](O)=[O:20])[CH:15]=[CH:16][CH:17]=1)([OH:10])=[O:9].ON1C2C=CC=CC=2N=N1.CCN(C(C)C)C(C)C.Cl.CN(C)CCCN=C=NCC.Cl. Given the product [CH:1]1([NH:7][C:19]([CH2:18][C:14]2[CH:13]=[C:12]([CH2:11][C:8]([OH:10])=[O:9])[CH:17]=[CH:16][CH:15]=2)=[O:20])[CH2:6][CH2:5][CH2:4][CH2:3][CH2:2]1, predict the reactants needed to synthesize it. (4) The reactants are: C[O:2][C:3]1[CH:11]=[CH:10][CH:9]=[C:8]2[C:4]=1[CH2:5][CH2:6]/[C:7]/2=[CH:12]\[C:13]([O:15][CH2:16][CH3:17])=[O:14].C([O-])=O.[NH4+]. Given the product [OH:2][C:3]1[CH:11]=[CH:10][CH:9]=[C:8]2[C:4]=1[CH2:5][CH2:6][CH:7]2[CH2:12][C:13]([O:15][CH2:16][CH3:17])=[O:14], predict the reactants needed to synthesize it. (5) Given the product [C:1]([C:4]1[C:22](=[O:23])[C@@:8]2([CH3:24])[C:9]3[C:15]([OH:16])=[CH:14][C:13]([O:17][CH3:18])=[C:12]([C:19]([NH:21][CH2:43][C:36]4[C:37]5[C:42](=[CH:41][CH:40]=[CH:39][CH:38]=5)[C:33]([S:32][C:26]5[CH:31]=[CH:30][CH:29]=[CH:28][CH:27]=5)=[CH:34][CH:35]=4)=[O:20])[C:10]=3[O:11][C:7]2=[CH:6][C:5]=1[OH:25])(=[O:3])[CH3:2], predict the reactants needed to synthesize it. The reactants are: [C:1]([C:4]1[C:22](=[O:23])[C@@:8]2([CH3:24])[C:9]3[C:15]([OH:16])=[CH:14][C:13]([O:17][CH3:18])=[C:12]([C:19]([NH2:21])=[O:20])[C:10]=3[O:11][C:7]2=[CH:6][C:5]=1[OH:25])(=[O:3])[CH3:2].[C:26]1([S:32][C:33]2[C:42]3[C:37](=[CH:38][CH:39]=[CH:40][CH:41]=3)[C:36]([CH:43]=O)=[CH:35][CH:34]=2)[CH:31]=[CH:30][CH:29]=[CH:28][CH:27]=1.C([SiH](CC)CC)C.FC(F)(F)C(O)=O. (6) The reactants are: [NH2:1][C:2]1[CH:7]=[CH:6][CH:5]=[CH:4][C:3]=1[NH:8][C:9](=O)[C:10]1[CH:15]=[CH:14][C:13]([O:16][CH3:17])=[CH:12][CH:11]=1. Given the product [CH3:17][O:16][C:13]1[CH:14]=[CH:15][C:10]([C:9]2[NH:8][C:3]3[CH:4]=[CH:5][CH:6]=[CH:7][C:2]=3[N:1]=2)=[CH:11][CH:12]=1, predict the reactants needed to synthesize it. (7) Given the product [C:1]([C:3]1[CH:4]=[C:5]([S:21]([NH:24][C:25]2[CH:30]=[CH:29][N:28]=[CH:27][N:26]=2)(=[O:23])=[O:22])[CH:6]=[CH:7][C:8]=1[O:9][C@H:10]1[CH2:14][CH2:13][CH2:12][C@@H:11]1[C:15]1[N:19]([CH3:20])[N:18]=[CH:17][CH:16]=1)#[N:2], predict the reactants needed to synthesize it. The reactants are: [C:1]([C:3]1[CH:4]=[C:5]([S:21]([N:24](CC2C=CC(OC)=CC=2OC)[C:25]2[CH:30]=[CH:29][N:28]=[CH:27][N:26]=2)(=[O:23])=[O:22])[CH:6]=[CH:7][C:8]=1[O:9][C@H:10]1[CH2:14][CH2:13][CH2:12][C@@H:11]1[C:15]1[N:19]([CH3:20])[N:18]=[CH:17][CH:16]=1)#[N:2].C([SiH](CC)CC)C.FC(F)(F)C(O)=O.